Predict the product of the given reaction. From a dataset of Forward reaction prediction with 1.9M reactions from USPTO patents (1976-2016). (1) Given the reactants Br.C(O)(=[O:4])C.Cl[C:7]1[N:12]=[CH:11][C:10]([C:13]2[C:22]3[C:17](=[CH:18][C:19]([O:28][CH3:29])=[C:20]4[O:25][C:24]([CH3:27])([CH3:26])[CH2:23][C:21]4=3)[CH2:16][C:15]([CH3:31])([CH3:30])[N:14]=2)=[CH:9][CH:8]=1.O.[N+:33]1([O-])[C:42]2[C:37](=[CH:38][CH:39]=[CH:40][CH:41]=2)[CH:36]=[CH:35][CH:34]=1.N, predict the reaction product. The product is: [N:33]1[C:42]2[C:37](=[CH:38][CH:39]=[CH:40][CH:41]=2)[CH:36]=[CH:35][C:34]=1[N:12]1[CH:11]=[C:10]([C:13]2[C:22]3[C:17](=[CH:18][C:19]([O:28][CH3:29])=[C:20]4[O:25][C:24]([CH3:26])([CH3:27])[CH2:23][C:21]4=3)[CH2:16][C:15]([CH3:31])([CH3:30])[N:14]=2)[CH:9]=[CH:8][C:7]1=[O:4]. (2) Given the reactants [H-].[Na+].[CH2:3]([N:10]1[C:14](=[O:15])[CH2:13][C:12]2([C:23]3[C:18](=[CH:19][CH:20]=[C:21]([Cl:24])[CH:22]=3)[NH:17][C:16]2=[O:25])[C:11]1=[O:26])[C:4]1[CH:9]=[CH:8][CH:7]=[CH:6][CH:5]=1.[C:27]([O:31][C:32]([CH3:35])([CH3:34])[CH3:33])(=[O:30])[CH:28]=[CH2:29].O, predict the reaction product. The product is: [C:32]([O:31][C:27](=[O:30])[CH2:28][CH2:29][N:17]1[C:18]2[C:23](=[CH:22][C:21]([Cl:24])=[CH:20][CH:19]=2)[C:12]2([CH2:13][C:14](=[O:15])[N:10]([CH2:3][C:4]3[CH:5]=[CH:6][CH:7]=[CH:8][CH:9]=3)[C:11]2=[O:26])[C:16]1=[O:25])([CH3:35])([CH3:34])[CH3:33].